Dataset: Reaction yield outcomes from USPTO patents with 853,638 reactions. Task: Predict the reaction yield, written as a fraction of the theoretical maximum amount of product (1.0 means a 100% yield; for example, 0.34 means a 34% yield). (1) The reactants are [Br:1][C:2]1[CH:3]=[CH:4][C:5]([NH:8][C:9]([C:11]2[C:16]([NH:17][C:18]([C:20]3[CH:25]=[CH:24][C:23]([C:26]#[N:27])=[CH:22][CH:21]=3)=[O:19])=[C:15]([O:28][CH3:29])[C:14]([O:30][CH3:31])=[C:13]([O:32][CH3:33])[CH:12]=2)=[O:10])=[N:6][CH:7]=1.Cl.[CH3:35][NH:36][CH2:37][CH2:38]N. The catalyst is CO.C(OCC)(=O)C. The product is [Br:1][C:2]1[CH:3]=[CH:4][C:5]([NH:8][C:9]([C:11]2[C:16]([NH:17][C:18]([C:20]3[CH:25]=[CH:24][C:23]([C:26]4[N:36]([CH3:35])[CH2:37][CH2:38][N:27]=4)=[CH:22][CH:21]=3)=[O:19])=[C:15]([O:28][CH3:29])[C:14]([O:30][CH3:31])=[C:13]([O:32][CH3:33])[CH:12]=2)=[O:10])=[N:6][CH:7]=1. The yield is 0.320. (2) The reactants are [CH3:1][N:2]1[CH2:11][CH2:10][C:9]2([C:12]3[CH:17]=[CH:16][CH:15]=[C:14]([O:18][CH3:19])[CH:13]=3)[C:4]([CH3:21])([CH2:5][CH2:6][CH:7](O)[CH2:8]2)[CH:3]1C.Cl.[NH2:24][OH:25]. The catalyst is CCO. The product is [CH3:1][N:2]1[CH2:11][CH2:10][C:9]2([C:12]3[CH:17]=[CH:16][CH:15]=[C:14]([O:18][CH3:19])[CH:13]=3)[C:4]([CH3:21])([CH2:5][CH2:6][C:7](=[N:24][OH:25])[CH2:8]2)[CH2:3]1. The yield is 0.960. (3) The yield is 0.775. The reactants are [F:1][C:2]1[C:3]([C:8]2([C:13]#[N:14])[CH2:11][C:10](=[O:12])[CH2:9]2)=[N:4][CH:5]=[CH:6][CH:7]=1.[BH4-].[Na+]. The catalyst is C(Cl)Cl.CO. The product is [F:1][C:2]1[C:3]([C:8]2([C:13]#[N:14])[CH2:11][CH:10]([OH:12])[CH2:9]2)=[N:4][CH:5]=[CH:6][CH:7]=1. (4) The reactants are CC1(C)C(C)(C)OB([C:9]2[CH:14]=[CH:13][C:12]([C:15]3[NH:19][C:18]([C@@H:20]4[CH2:24][CH2:23][CH2:22][N:21]4[C:25]([O:27][C:28]([CH3:31])([CH3:30])[CH3:29])=[O:26])=[N:17][CH:16]=3)=[CH:11][CH:10]=2)O1.Cl[C:34]1[N:39]=[CH:38][C:37]([C:40]2[N:44]([CH2:45][O:46][CH2:47][CH2:48][Si:49]([CH3:52])([CH3:51])[CH3:50])[C:43]([C@@H:53]3[CH2:57][CH2:56][CH2:55][N:54]3[C:58]([O:60][C:61]([CH3:64])([CH3:63])[CH3:62])=[O:59])=[N:42][CH:41]=2)=[CH:36][N:35]=1.C([O-])(O)=O.[Na+].COCCOC. The catalyst is C(OCC)(=O)C.O. The product is [C:61]([O:60][C:58]([N:54]1[CH2:55][CH2:56][CH2:57][C@H:53]1[C:43]1[N:44]([CH2:45][O:46][CH2:47][CH2:48][Si:49]([CH3:52])([CH3:51])[CH3:50])[C:40]([C:37]2[CH:36]=[N:35][C:34]([C:9]3[CH:10]=[CH:11][C:12]([C:15]4[NH:19][C:18]([C@@H:20]5[CH2:24][CH2:23][CH2:22][N:21]5[C:25]([O:27][C:28]([CH3:31])([CH3:30])[CH3:29])=[O:26])=[N:17][CH:16]=4)=[CH:13][CH:14]=3)=[N:39][CH:38]=2)=[CH:41][N:42]=1)=[O:59])([CH3:64])([CH3:63])[CH3:62]. The yield is 0.980. (5) The reactants are [CH3:1][NH:2][C:3]1[N:8]=[CH:7][N:6]=[C:5]2[NH:9][N:10]=[CH:11][C:4]=12.[I:12]N1C(=O)CCC1=O. The catalyst is CN(C=O)C. The product is [I:12][C:11]1[C:4]2[C:5](=[N:6][CH:7]=[N:8][C:3]=2[NH:2][CH3:1])[NH:9][N:10]=1. The yield is 0.480. (6) The reactants are [OH:1][CH2:2][CH2:3][N:4]1[CH2:9][CH2:8][N:7]([C:10]([C:12]2[CH:17]=[CH:16][C:15]([C:18]3[CH:23]=[CH:22][N:21]=[C:20]4[N:24]([CH3:29])[CH:25]=[C:26]([CH:27]=O)[C:19]=34)=[CH:14][CH:13]=2)=[O:11])[CH2:6][CH2:5]1.[OH:30][C:31]1[C:36]2[C:37](=O)[CH2:38][O:39][C:35]=2[CH:34]=[CH:33][CH:32]=1.Cl. The catalyst is CCO. The product is [OH:30][C:31]1[C:36]2[CH2:37]/[C:38](=[CH:27]/[C:26]3[C:19]4[C:20](=[N:21][CH:22]=[CH:23][C:18]=4[C:15]4[CH:16]=[CH:17][C:12]([C:10]([N:7]5[CH2:8][CH2:9][N:4]([CH2:3][CH2:2][OH:1])[CH2:5][CH2:6]5)=[O:11])=[CH:13][CH:14]=4)[N:24]([CH3:29])[CH:25]=3)/[O:39][C:35]=2[CH:34]=[CH:33][CH:32]=1. The yield is 0.720. (7) The reactants are [O:1]1[C:5]2([CH2:10][CH2:9][CH:8]([OH:11])[CH2:7][CH2:6]2)[O:4][CH2:3][CH2:2]1.[H-].[Na+].[CH3:14][C:15]1([O:18][CH2:17]1)[CH3:16]. The catalyst is CN(C)C=O.O. The product is [O:1]1[C:5]2([CH2:10][CH2:9][CH:8]([O:11][CH2:14][C:15]([CH3:17])([OH:18])[CH3:16])[CH2:7][CH2:6]2)[O:4][CH2:3][CH2:2]1. The yield is 0.780. (8) The reactants are [C:1]([O:5][C:6]([NH:8][C@@H:9]1[CH2:14][CH2:13][CH2:12][N:11]([C:15]([O:17][CH2:18][C:19]2[CH:24]=[CH:23][CH:22]=[CH:21][CH:20]=2)=[O:16])[CH2:10]1)=[O:7])([CH3:4])([CH3:3])[CH3:2].[H-].[Na+].I[CH3:28].O. The catalyst is CN(C=O)C. The product is [C:1]([O:5][C:6]([N:8]([CH3:28])[C@@H:9]1[CH2:14][CH2:13][CH2:12][N:11]([C:15]([O:17][CH2:18][C:19]2[CH:24]=[CH:23][CH:22]=[CH:21][CH:20]=2)=[O:16])[CH2:10]1)=[O:7])([CH3:4])([CH3:2])[CH3:3]. The yield is 0.790. (9) The reactants are B(O)O.[F:4][C:5]([F:14])([F:13])[C:6]1[C:7](Cl)=[N:8][CH:9]=[CH:10][CH:11]=1.O.[C:16]([O-:19])([O-])=[O:17].[K+].[K+].[C:22](#N)[CH3:23]. The catalyst is C1C=CC([P]([Pd]([P](C2C=CC=CC=2)(C2C=CC=CC=2)C2C=CC=CC=2)([P](C2C=CC=CC=2)(C2C=CC=CC=2)C2C=CC=CC=2)[P](C2C=CC=CC=2)(C2C=CC=CC=2)C2C=CC=CC=2)(C2C=CC=CC=2)C2C=CC=CC=2)=CC=1.[Pd]. The product is [F:4][C:5]1[CH:6]=[C:11]([CH:10]=[CH:22][C:23]=1[C:7]1[C:6]([C:5]([F:14])([F:13])[F:4])=[CH:11][CH:10]=[CH:9][N:8]=1)[C:16]([OH:19])=[O:17]. The yield is 0.760.